Task: Predict which catalyst facilitates the given reaction.. Dataset: Catalyst prediction with 721,799 reactions and 888 catalyst types from USPTO (1) Reactant: [NH2:1][C:2]1[CH:7]=[CH:6][CH:5]=[CH:4][C:3]=1[CH2:8][C:9]([NH:11][CH:12]1[CH2:17][CH2:16][N:15]([CH2:18][C:19]2[CH:24]=[CH:23][CH:22]=[CH:21][CH:20]=2)[CH2:14][CH2:13]1)=[O:10].CN1CCOCC1.Cl[C:33]([O:35][CH3:36])=[O:34].O. Product: [CH3:36][O:35][C:33]([NH:1][C:2]1[CH:7]=[CH:6][CH:5]=[CH:4][C:3]=1[CH2:8][C:9]([NH:11][CH:12]1[CH2:17][CH2:16][N:15]([CH2:18][C:19]2[CH:24]=[CH:23][CH:22]=[CH:21][CH:20]=2)[CH2:14][CH2:13]1)=[O:10])=[O:34]. The catalyst class is: 504. (2) Reactant: C(O[C:6]([NH:8][NH:9][C:10](=[S:19])[C:11]1[CH:16]=[CH:15][C:14]([F:17])=[C:13]([F:18])[CH:12]=1)=[O:7])(C)(C)C.C(OC(NNC(=O)C1C=CC(F)=CC=1)=O)(C)(C)C.C(O)(C(F)(F)F)=O.CCN(C(C)C)C(C)C.[CH3:54][O:55][C:56](=[O:74])[C:57]1[CH:62]=[CH:61][CH:60]=[C:59]([C:63]2[O:64][C:65]3[CH:71]=[CH:70][CH:69]=[C:68]([CH:72]=O)[C:66]=3[N:67]=2)[CH:58]=1.[F:75][C:76]1[CH:84]=[C:83]([F:85])[CH:82]=[C:81]([F:86])[C:77]=1C(Cl)=O. Product: [CH3:54][O:55][C:56](=[O:74])[C:57]1[CH:62]=[CH:61][CH:60]=[C:59]([C:63]2[O:64][C:65]3[CH:71]=[CH:70][CH:69]=[C:68]([CH:72]4[N:8]([C:6](=[O:7])[C:77]5[C:76]([F:75])=[CH:84][C:83]([F:85])=[CH:82][C:81]=5[F:86])[N:9]=[C:10]([C:11]5[CH:16]=[CH:15][C:14]([F:17])=[C:13]([F:18])[CH:12]=5)[S:19]4)[C:66]=3[N:67]=2)[CH:58]=1. The catalyst class is: 2. (3) Reactant: [Br:1][C:2]1[CH:7]=[CH:6][C:5]([S:8]([NH2:11])(=[O:10])=[O:9])=[CH:4][CH:3]=1.CO[CH:14](OC)[N:15]([CH3:17])[CH3:16].O. Product: [Br:1][C:2]1[CH:3]=[CH:4][C:5]([S:8]([N:11]=[CH:14][N:15]([CH3:17])[CH3:16])(=[O:9])=[O:10])=[CH:6][CH:7]=1. The catalyst class is: 9. (4) The catalyst class is: 6. Reactant: C([O:3][C:4](=[O:14])[CH2:5][NH:6][CH2:7][C:8]1[CH:13]=[CH:12][CH:11]=[CH:10][CH:9]=1)C. Product: [CH2:7]([NH:6][CH2:5][C:4]([OH:14])=[O:3])[C:8]1[CH:13]=[CH:12][CH:11]=[CH:10][CH:9]=1. (5) Reactant: C([Li])CCC.[F:6][C:7]1[CH:12]=[CH:11][C:10]([C:13]2([CH3:26])[C:22](=[O:23])[C:21]3[C:16](=[CH:17][C:18]([O:24][CH3:25])=[CH:19][CH:20]=3)[S:15][CH2:14]2)=[CH:9][CH:8]=1.CCCCCC.C(OCC)(=O)C. Product: [F:6][C:7]1[CH:8]=[CH:9][C:10]([C:13]2([CH3:26])[CH:22]([OH:23])[C:21]3[C:16](=[CH:17][C:18]([O:24][CH3:25])=[CH:19][CH:20]=3)[S:15][CH2:14]2)=[CH:11][CH:12]=1. The catalyst class is: 7. (6) Reactant: [Si]([O:8][C:9]([C:18]1[CH:49]=[CH:48][C:21]([CH2:22][N:23]2[CH2:28][CH2:27][N:26]([C:29]([C:31]3[CH:36]=[CH:35][C:34]([NH:37][C:38]([NH:40][C:41]4[CH:46]=[CH:45][N:44]=[CH:43][N:42]=4)=[O:39])=[C:33]([F:47])[CH:32]=3)=[O:30])[CH2:25][CH2:24]2)=[CH:20][CH:19]=1)([C:14]([F:17])([F:16])[F:15])[C:10]([F:13])([F:12])[F:11])(C(C)(C)C)(C)C.[F-].[K+]. The catalyst class is: 7. Product: [F:47][C:33]1[CH:32]=[C:31]([C:29]([N:26]2[CH2:27][CH2:28][N:23]([CH2:22][C:21]3[CH:20]=[CH:19][C:18]([C:9]([OH:8])([C:10]([F:13])([F:11])[F:12])[C:14]([F:15])([F:17])[F:16])=[CH:49][CH:48]=3)[CH2:24][CH2:25]2)=[O:30])[CH:36]=[CH:35][C:34]=1[NH:37][C:38]([NH:40][C:41]1[CH:46]=[CH:45][N:44]=[CH:43][N:42]=1)=[O:39]. (7) Reactant: [Cl:1][C:2]1[CH:29]=[C:28]([Cl:30])[CH:27]=[CH:26][C:3]=1[C:4]([NH:6][C@H:7]([C:9]1([C:20]2[CH:25]=[CH:24][CH:23]=[CH:22][N:21]=2)[CH2:12][N:11](C(OC(C)(C)C)=O)[CH2:10]1)[CH3:8])=[O:5].Cl. Product: [ClH:1].[Cl:1][C:2]1[CH:29]=[C:28]([Cl:30])[CH:27]=[CH:26][C:3]=1[C:4]([NH:6][C@H:7]([C:9]1([C:20]2[CH:25]=[CH:24][CH:23]=[CH:22][N:21]=2)[CH2:12][NH:11][CH2:10]1)[CH3:8])=[O:5]. The catalyst class is: 12.